From a dataset of Catalyst prediction with 721,799 reactions and 888 catalyst types from USPTO. Predict which catalyst facilitates the given reaction. (1) Reactant: [CH3:1][CH:2]1[CH2:7][CH2:6][N:5]([C:8]([O:10][CH2:11][C:12]2[CH:17]=[CH:16][CH:15]=[CH:14][CH:13]=2)=[O:9])[CH2:4][CH:3]1[C:18](=O)[CH2:19][NH:20][C:21]1[N:22]=[C:23]2[CH:29]=[CH:28][N:27]([S:30]([C:33]3[CH:39]=[CH:38][C:36]([CH3:37])=[CH:35][CH:34]=3)(=[O:32])=[O:31])[C:24]2=[N:25][CH:26]=1.COC1C=CC(P2(SP(C3C=CC(OC)=CC=3)(=S)S2)=S)=CC=1. The catalyst class is: 12. Product: [CH3:1][CH:2]1[CH2:7][CH2:6][N:5]([C:8]([O:10][CH2:11][C:12]2[CH:13]=[CH:14][CH:15]=[CH:16][CH:17]=2)=[O:9])[CH2:4][CH:3]1[C:18]1[N:22]2[C:23]3[CH:29]=[CH:28][N:27]([S:30]([C:33]4[CH:34]=[CH:35][C:36]([CH3:37])=[CH:38][CH:39]=4)(=[O:32])=[O:31])[C:24]=3[N:25]=[CH:26][C:21]2=[N:20][CH:19]=1. (2) Product: [ClH:22].[Br:1][C:2]1[CH:20]=[CH:19][C:5]([C:6]2[C:16]3[C:11](=[CH:12][C:13]([O:17][CH3:18])=[CH:14][CH:15]=3)[CH2:10][CH2:9][N:8]=2)=[CH:4][CH:3]=1. The catalyst class is: 22. Reactant: [Br:1][C:2]1[CH:20]=[CH:19][C:5]([C:6]([NH:8][CH2:9][CH2:10][C:11]2[CH:16]=[CH:15][CH:14]=[C:13]([O:17][CH3:18])[CH:12]=2)=O)=[CH:4][CH:3]=1.P(Cl)(Cl)(Cl)(Cl)[Cl:22].CCCCCC. (3) Reactant: [C:1]([C:3]1[CH:4]=[CH:5][C:6]([S:25][C:26]2[CH:31]=[C:30]([Cl:32])[CH:29]=[C:28]([Cl:33])[CH:27]=2)=[C:7]([S:9]([N:12]2[CH2:17][CH2:16][N:15](C(OC(C)(C)C)=O)[CH2:14][CH2:13]2)(=[O:11])=[O:10])[CH:8]=1)#[N:2].Cl. Product: [ClH:32].[Cl:33][C:28]1[CH:27]=[C:26]([S:25][C:6]2[CH:5]=[CH:4][C:3]([C:1]#[N:2])=[CH:8][C:7]=2[S:9]([N:12]2[CH2:13][CH2:14][NH:15][CH2:16][CH2:17]2)(=[O:10])=[O:11])[CH:31]=[C:30]([Cl:32])[CH:29]=1. The catalyst class is: 12.